This data is from Reaction yield outcomes from USPTO patents with 853,638 reactions. The task is: Predict the reaction yield, written as a fraction of the theoretical maximum amount of product (1.0 means a 100% yield; for example, 0.34 means a 34% yield). (1) The yield is 0.625. The reactants are [C:1](#[N:4])[CH2:2][CH3:3].[Li+].CC([N-]C(C)C)C.[C:13]([O:20][CH2:21][CH3:22])(=[O:19])[C:14](OCC)=O.[NH2:23][NH2:24]. The catalyst is C1COCC1.C(O)(=O)C.C1C=CC=CC=1. The product is [NH2:4][C:1]1[C:2]([CH3:3])=[C:14]([C:13]([O:20][CH2:21][CH3:22])=[O:19])[NH:24][N:23]=1. (2) The reactants are C(OC([N:8]1[CH2:12][CH2:11][CH2:10][C:9]1([C:16](=[O:26])[C:17]1[CH:22]=[C:21]([F:23])[C:20]([Cl:24])=[C:19]([Cl:25])[CH:18]=1)[CH2:13][CH2:14][CH3:15])=O)(C)(C)C. The catalyst is Cl. The product is [Cl:25][C:19]1[CH:18]=[C:17]([C:16]([C:9]2([CH2:13][CH2:14][CH3:15])[CH2:10][CH2:11][CH2:12][NH:8]2)=[O:26])[CH:22]=[C:21]([F:23])[C:20]=1[Cl:24]. The yield is 1.00. (3) The reactants are Cl.[C:2]1(=[O:13])[C:7]2([CH2:12][CH2:11][CH2:10][NH:9][CH2:8]2)[CH2:6][CH2:5][CH2:4][NH:3]1.C(N(CC)CC)C.[F:21][C:22]([F:35])([F:34])[O:23][C:24]1[CH:25]=[C:26]([S:30](Cl)(=[O:32])=[O:31])[CH:27]=[CH:28][CH:29]=1. The catalyst is ClCCl. The product is [F:35][C:22]([F:21])([F:34])[O:23][C:24]1[CH:25]=[C:26]([S:30]([N:9]2[CH2:10][CH2:11][CH2:12][C:7]3([C:2](=[O:13])[NH:3][CH2:4][CH2:5][CH2:6]3)[CH2:8]2)(=[O:32])=[O:31])[CH:27]=[CH:28][CH:29]=1. The yield is 0.370. (4) The reactants are [C:1]([C:3]1[C:19]2=[CH:20][C:6]([C@@H:7]([NH:26]C(=O)OC(C)(C)C)[CH2:8][CH2:9][CH2:10][C@@H:11]([CH3:25])[C:12](=[O:24])[NH:13][C:14]3[CH:15]=[N:16][N:17]([CH:21]([F:23])[F:22])[C:18]=32)=[CH:5][CH:4]=1)#[N:2].Cl. The catalyst is O1CCOCC1. The product is [NH2:26][C@@H:7]1[C:6]2[CH:20]=[C:19]([C:3]([C:1]#[N:2])=[CH:4][CH:5]=2)[C:18]2[N:17]([CH:21]([F:23])[F:22])[N:16]=[CH:15][C:14]=2[NH:13][C:12](=[O:24])[C@H:11]([CH3:25])[CH2:10][CH2:9][CH2:8]1. The yield is 0.800.